This data is from Reaction yield outcomes from USPTO patents with 853,638 reactions. The task is: Predict the reaction yield, written as a fraction of the theoretical maximum amount of product (1.0 means a 100% yield; for example, 0.34 means a 34% yield). (1) The reactants are [Si:1]([O:8][CH2:9][CH2:10][CH2:11][N:12]1[C:16]2[N:17]=[CH:18][N:19]=[C:20]([NH2:21])[C:15]=2[C:14]([C:22]2[CH:27]=[CH:26][C:25]([CH3:28])=[CH:24][CH:23]=2)=[CH:13]1)([C:4]([CH3:7])([CH3:6])[CH3:5])([CH3:3])[CH3:2].[Br:29]N1C(=O)CCC1=O. The catalyst is CN(C=O)C.CCOC(C)=O. The product is [Br:29][C:13]1[N:12]([CH2:11][CH2:10][CH2:9][O:8][Si:1]([C:4]([CH3:6])([CH3:7])[CH3:5])([CH3:3])[CH3:2])[C:16]2[N:17]=[CH:18][N:19]=[C:20]([NH2:21])[C:15]=2[C:14]=1[C:22]1[CH:27]=[CH:26][C:25]([CH3:28])=[CH:24][CH:23]=1. The yield is 0.620. (2) The reactants are [Br:1][C:2]1[CH:7]=[C:6]([N+:8]([O-:10])=[O:9])[C:5]([CH3:11])=[CH:4][C:3]=1Br.[F:13][C:14]1[CH:19]=[C:18]([F:20])[CH:17]=[CH:16][C:15]=1[OH:21].C([O-])([O-])=O.[K+].[K+]. No catalyst specified. The product is [Br:1][C:2]1[CH:7]=[C:6]([N+:8]([O-:10])=[O:9])[C:5]([CH3:11])=[CH:4][C:3]=1[O:21][C:15]1[CH:16]=[CH:17][C:18]([F:20])=[CH:19][C:14]=1[F:13]. The yield is 0.950. (3) The reactants are [NH2:1][C:2]1[CH:3]=[C:4]([CH:7]=[CH:8][CH:9]=1)[C:5]#[N:6].CCN(CC)CC.Cl[C:18]([O:20][CH3:21])=[O:19]. The catalyst is C(Cl)Cl. The product is [C:5]([C:4]1[CH:3]=[C:2]([NH:1][C:18](=[O:19])[O:20][CH3:21])[CH:9]=[CH:8][CH:7]=1)#[N:6]. The yield is 0.210.